From a dataset of Clinical trial toxicity outcomes and FDA approval status for drugs. Regression/Classification. Given a drug SMILES string, predict its toxicity properties. Task type varies by dataset: regression for continuous values (e.g., LD50, hERG inhibition percentage) or binary classification for toxic/non-toxic outcomes (e.g., AMES mutagenicity, cardiotoxicity, hepatotoxicity). Dataset: clintox. (1) The drug is CC(=O)Oc1ccccc1C(=O)Nc1ncc([N+](=O)[O-])s1. The result is 0 (passed clinical trial). (2) The molecule is Nc1ncn([C@H]2C[C@H](O)[C@@H](CO)O2)c(=O)n1. The result is 1 (failed clinical trial for toxicity).